From a dataset of Full USPTO retrosynthesis dataset with 1.9M reactions from patents (1976-2016). Predict the reactants needed to synthesize the given product. (1) Given the product [CH2:1]([O:3][C:4](=[O:5])[CH:6]([OH:7])[CH2:8][C:9]1[C:18]2[C:13](=[CH:14][CH:15]=[CH:16][CH:17]=2)[CH:12]=[CH:11][CH:10]=1)[CH3:2], predict the reactants needed to synthesize it. The reactants are: [CH2:1]([O:3][C:4]([CH:6]1[CH:8]([C:9]2[C:18]3[C:13](=[CH:14][CH:15]=[CH:16][CH:17]=3)[CH:12]=[CH:11][CH:10]=2)[O:7]1)=[O:5])[CH3:2].[H][H]. (2) The reactants are: Cl[C:2]1[C:3]2[CH:16]=[C:15]([CH3:17])[S:14][C:4]=2[O:5][C:6]2[CH:12]=[C:11]([CH3:13])[CH:10]=[CH:9][C:7]=2[N:8]=1.[CH3:18][C:19]([CH3:31])([CH2:24][N:25]1[CH2:30][CH2:29][NH:28][CH2:27][CH2:26]1)[C:20]([O:22][CH3:23])=[O:21].C(=O)([O-])[O-].[K+].[K+]. Given the product [CH3:17][C:15]1[S:14][C:4]2[O:5][C:6]3[CH:12]=[C:11]([CH3:13])[CH:10]=[CH:9][C:7]=3[N:8]=[C:2]([N:28]3[CH2:27][CH2:26][N:25]([CH2:24][C:19]([CH3:31])([CH3:18])[C:20]([O:22][CH3:23])=[O:21])[CH2:30][CH2:29]3)[C:3]=2[CH:16]=1, predict the reactants needed to synthesize it.